The task is: Binary Classification. Given a miRNA mature sequence and a target amino acid sequence, predict their likelihood of interaction.. This data is from Experimentally validated miRNA-target interactions with 360,000+ pairs, plus equal number of negative samples. (1) The miRNA is ssc-miR-296-3p with sequence AGGGUUGGGCGGAGGCUUUCC. The protein sequence of the target gene is MGNYLLRKLSCLGENQKKPKKGNPDEERKRQEMTTFERKLQDQDKKSQEVSSTSNQENENGSGSEEVCYTVINHIPHQRSSLSSNDDGYENIDSLTRKVRQFRERSETEYALLRTSVSRPCSCTHEHDYEVVFPH. Result: 0 (no interaction). (2) The miRNA is hsa-miR-6782-3p with sequence CACCUUUGUGUCCCCAUCCUGCA. The protein sequence of the target gene is MLSARTMKEVVYWSPKKVADWLLENAMPEYCEPLEHFTGQDLINLTQEDFKKPPLYRVSSDNGQRLLDMIETLKMEHHMEAHKNGHANGHLSIGVDIPNPDGSFSIKTKPNGMPNGFRKEMIKIPMPEPERSQYPMEWGKTFLAFLYALSCFVLTTVMISVVHERVPPKEVQPPLPDTFFDHFNRVQWAFSICEINGMILVGLWLFQWLLLKYKSIISRRFFCIVGTLYLYRCITMYVTTLPVPGMHFNCSPKLFGDWEAQVRRIMKLIAGGGLSITGSHNMCGDYLYSGHTVMLTLTYL.... Result: 0 (no interaction). (3) The miRNA is mmu-miR-669c-5p with sequence AUAGUUGUGUGUGGAUGUGUGU. The protein sequence of the target gene is MAVETLSPDWEFDRVDDGSQKIHAEVQLKNYGKFLEEYTSQLRRIEDALDDSIGDVWDFNLDPIALKLLPYEQSSLLELIKTENKVLNKVITVYAALCCEIKKLKYEAETKFYNGLLFYGEGATDASMVEGDCQIQMGRFISFLQELSCFVTRCYEVVMNVVHQLAALYISNKIAPKIIETTGVHFQTMYEHLGELLTVLLTLDEIIDNHITLKDHWTMYKRLLKSVHHNPSKFGIQEEKLKPFEKFLLKLEGQLLDGMIFQACIEQQFDSLNGGVSVSKNSTFAEEFAHSIRSIFANVE.... Result: 0 (no interaction). (4) The miRNA is mmu-miR-101c with sequence ACAGUACUGUGAUAACUGA. The protein sequence of the target gene is MEMQDLTSPHSRLSGSSESPSGPKLDSSHINSTSMTPNGTEVKTEPMSSSEIASTAADGSLDSFSGSALGSSSFSPRPAHPFSPPQIYPSKSYPHILPTPSSQTMAAYGQTQFTTGMQQATAYATYPQPGQPYGISSYGALWAGIKTESGLSQSQSPGQTGFLSYGTSFGTPQPGQAPYSYQMQGSSFTTSSGLYSGNNSLTNSSGFNSSQQDYPSYPGFGQGQYAQYYNSSPYPAHYMTSSNTSPTTPSTNATYQLQEPPSGVTSQAVTDPTAEYSTIHSPSTPIKETDSERLRRGSDG.... Result: 0 (no interaction). (5) The miRNA is hsa-miR-297 with sequence AUGUAUGUGUGCAUGUGCAUG. The protein sequence of the target gene is MLDIKAWAEYVVEWAAKDPYGFLTTVILALTPLFLASAVLSWKLAKMIEAREKEQKKKQKRQENIAKAKRLKKD. Result: 0 (no interaction). (6) Result: 0 (no interaction). The miRNA is hsa-miR-4778-5p with sequence AAUUCUGUAAAGGAAGAAGAGG. The protein sequence of the target gene is MAAAMPLGLPLRLLVLLLVGRGCCGCAEGPRDSLREELVITPLPSGDVAATFQFRTRWDSDLQREGVSHYRLFPKALGQLISKYSLRELHLSFTQGFWRTRYWGPPFLQAPSGAELWVWFQDTVTDVDKSWRELSNVLSGIFCASLNFIDATNTVTPTASFKPLGLANDTDDYFLRYAVLPREVVCTENLTPWKKLLPCSSKAGLSVLLKADRLFHTSYHSQAVHIRPICRNAHCTSISWELRQTLSVVFDAFITGQGKKDWSLFRMFSRTLTEACPLASQSLVYVDITGYSQDNETLEV.... (7) The miRNA is hsa-miR-4768-5p with sequence AUUCUCUCUGGAUCCCAUGGAU. The protein sequence of the target gene is MAADGVDERSPLLSASHSGNVTPTAPPYLQESSPRAELPPPYTAIASPDASGIPVINCRVCQSLINLDGKLHQHVVKCTVCNEATPIKNPPTGKKYVRCPCNCLLICKDTSRRIGCPRPNCRRIINLGPVMLISEEQPAQPALPIQPEGTRVVCGHCGNTFLWMELRFNTLAKCPHCKKISSVGSALPRRRCCAYITIGMICIFIGVGLTVGTPDFARRFRATYVSWAIAYLLGLICLIRACYWGAIRVSYPEHSFA. Result: 1 (interaction). (8) The miRNA is hsa-miR-6090 with sequence GGGGAGCGAGGGGCGGGGC. The protein sequence of the target gene is MSFVRVNRCGPRVGVRKTPKVKKKKTSVKQEWDNTVTDLTVHRATPEDLVRRHEIHKSKNRALVHWELQEKALKRKWRKQKPETLNLEKRRLSIMKEILSDQYQMQDVLEKSDHLIAAAKELFPRRRTGFPNVTVAPDSSQGPIVVNQDPITQSIFNESVIEPQALNDVDGEEEGTVNSQSGESENENELDNSLNSQSNTNTDRFLQQLTEENFELISKLWTDIQQKIATQSQITPPGTPSSALSSGEQRAALNATNAVKRLQTRLQPEESTETLDSSYVVGHVLNSRKQKQLLNKVKRK.... Result: 0 (no interaction).